From a dataset of Reaction yield outcomes from USPTO patents with 853,638 reactions. Predict the reaction yield, written as a fraction of the theoretical maximum amount of product (1.0 means a 100% yield; for example, 0.34 means a 34% yield). (1) The reactants are [NH2:1][C:2]1[CH:3]=[CH:4][C:5]([CH3:24])=[C:6]([CH:23]=1)[O:7][C:8]1[CH:9]=[CH:10][C:11]2[N:12]([CH:14]=[C:15]([NH:17][C:18]([CH:20]3[CH2:22][CH2:21]3)=[O:19])[N:16]=2)[N:13]=1.[F:25][C:26]([F:37])([F:36])[C:27]1[CH:28]=[C:29]([CH:33]=[CH:34][CH:35]=1)[C:30](O)=[O:31].Cl.CN(C)CCCN=C=NCC.ON1C2C=CC=CC=2N=N1. The catalyst is CN(C)C=O. The product is [CH:20]1([C:18]([NH:17][C:15]2[N:16]=[C:11]3[CH:10]=[CH:9][C:8]([O:7][C:6]4[CH:23]=[C:2]([NH:1][C:30](=[O:31])[C:29]5[CH:33]=[CH:34][CH:35]=[C:27]([C:26]([F:25])([F:36])[F:37])[CH:28]=5)[CH:3]=[CH:4][C:5]=4[CH3:24])=[N:13][N:12]3[CH:14]=2)=[O:19])[CH2:22][CH2:21]1. The yield is 0.720. (2) The reactants are [F:1][C:2]([F:17])([F:16])[C:3]1[CH:12]=[C:11]([C:13]([OH:15])=O)[C:10]2[C:5](=[CH:6][CH:7]=[CH:8][CH:9]=2)[N:4]=1.C1C=CC2N(O)N=NC=2C=1.C1CCC(N=C=NC2CCCCC2)CC1.[NH2:43][CH:44]([C:55]1[CH:60]=[CH:59][CH:58]=[CH:57][CH:56]=1)[C:45]1([N:50]([CH2:53][CH3:54])[CH2:51][CH3:52])[CH2:49][CH2:48][CH2:47][CH2:46]1. The catalyst is C(Cl)Cl.CN1C(=O)CCC1. The product is [NH3:4].[CH2:53]([N:50]([CH2:51][CH3:52])[C:45]1([CH:44]([C:55]2[CH:56]=[CH:57][CH:58]=[CH:59][CH:60]=2)[NH:43][C:13]([C:11]2[C:10]3[C:5](=[CH:6][CH:7]=[CH:8][CH:9]=3)[N:4]=[C:3]([C:2]([F:1])([F:17])[F:16])[CH:12]=2)=[O:15])[CH2:49][CH2:48][CH2:47][CH2:46]1)[CH3:54]. The yield is 0.0200. (3) The reactants are C(OC([N:8]1[C:12]2[CH:13]=[CH:14][CH:15]=[CH:16][C:11]=2[N:10]=[C:9]1[CH2:17][NH:18][CH:19]1[C:28]2[N:27]=[CH:26][CH:25]=[CH:24][C:23]=2[CH2:22][CH2:21][CH2:20]1)=O)(C)(C)C.C(N(CC)C(C)C)(C)C.Br[CH2:39][C:40]1[C:45]([C:46]([O:48][CH2:49][CH3:50])=[O:47])=[C:44]([O:51][CH3:52])[CH:43]=[CH:42][CH:41]=1. The catalyst is CC#N. The product is [CH2:49]([O:48][C:46](=[O:47])[C:45]1[C:44]([O:51][CH3:52])=[CH:43][CH:42]=[CH:41][C:40]=1[CH2:39][N:18]([CH2:17][C:9]1[NH:10][C:11]2[CH:16]=[CH:15][CH:14]=[CH:13][C:12]=2[N:8]=1)[CH:19]1[C:28]2[N:27]=[CH:26][CH:25]=[CH:24][C:23]=2[CH2:22][CH2:21][CH2:20]1)[CH3:50]. The yield is 0.620.